From a dataset of Forward reaction prediction with 1.9M reactions from USPTO patents (1976-2016). Predict the product of the given reaction. (1) Given the reactants [CH3:1][S:2]([OH:5])(=[O:4])=[O:3].[F:6][C:7]1[CH:8]=[C:9]([CH:24]=[CH:25][CH:26]=1)[O:10][C@H:11]([C:18]1[CH:23]=[CH:22][CH:21]=[CH:20][CH:19]=1)[CH:12]1[CH2:17][CH2:16][NH:15][CH2:14][CH2:13]1, predict the reaction product. The product is: [CH3:1][S:2]([OH:5])(=[O:4])=[O:3].[F:6][C:7]1[CH:8]=[C:9]([CH:24]=[CH:25][CH:26]=1)[O:10][C@H:11]([C:18]1[CH:19]=[CH:20][CH:21]=[CH:22][CH:23]=1)[CH:12]1[CH2:13][CH2:14][NH:15][CH2:16][CH2:17]1. (2) Given the reactants [CH3:1][C:2]1[C:3](C(O)=O)=[N:4][C:5]([C:10]([OH:12])=[O:11])=[CH:6][C:7]=1[O:8][CH3:9].C([N:18]([CH2:21]C)CC)C.C1(P(N=[N+]=[N-])(C2C=CC=CC=2)=[O:30])C=CC=CC=1.[C:40]([OH:44])([CH3:43])([CH3:42])[CH3:41], predict the reaction product. The product is: [CH3:1][C:2]1[C:3]([NH:18][C:21]([O:44][C:40]([CH3:43])([CH3:42])[CH3:41])=[O:30])=[N:4][C:5]([C:10]([OH:12])=[O:11])=[CH:6][C:7]=1[O:8][CH3:9]. (3) Given the reactants [N:1]1[CH:6]=[CH:5][CH:4]=[C:3]2[CH2:7][CH2:8][CH2:9][C:2]=12.[O-:10]S([O-])(=O)=O.[Mg+2].[O-][Mn](=O)(=O)=O.[K+].[BH4-].[Na+], predict the reaction product. The product is: [N:1]1[CH:6]=[CH:5][CH:4]=[C:3]2[CH:7]([OH:10])[CH2:8][CH2:9][C:2]=12. (4) Given the reactants F[C:2]1[CH:9]=[CH:8][C:5]([CH:6]=[O:7])=[CH:4][C:3]=1[N+:10]([O-:12])=[O:11].CCN(C(C)C)C(C)C.[NH2:22][CH2:23][C@@H:24]1[CH2:28][CH2:27][CH2:26][N:25]1[C:29]([O:31][C:32]([CH3:35])([CH3:34])[CH3:33])=[O:30], predict the reaction product. The product is: [CH:6]([C:5]1[CH:8]=[CH:9][C:2]([NH:22][CH2:23][C@@H:24]2[CH2:28][CH2:27][CH2:26][N:25]2[C:29]([O:31][C:32]([CH3:35])([CH3:34])[CH3:33])=[O:30])=[C:3]([N+:10]([O-:12])=[O:11])[CH:4]=1)=[O:7]. (5) Given the reactants [F:1][C:2]([F:10])([F:9])[C:3](=O)[CH2:4][C:5](=O)[CH3:6].[Cl:11][C:12]1[CH:27]=[CH:26][C:15]([O:16][CH2:17][CH2:18][S:19][C:20]2[N:24]=[C:23]([NH2:25])[NH:22][N:21]=2)=[CH:14][CH:13]=1, predict the reaction product. The product is: [Cl:11][C:12]1[CH:13]=[CH:14][C:15]([O:16][CH2:17][CH2:18][S:19][C:20]2[N:24]=[C:23]3[N:25]=[C:5]([CH3:6])[CH:4]=[C:3]([C:2]([F:10])([F:9])[F:1])[N:22]3[N:21]=2)=[CH:26][CH:27]=1. (6) Given the reactants [CH3:1][S:2]([C:5]1[CH:10]=[CH:9][C:8]([C:11]2[CH:12]=[C:13]3[CH2:19][CH:18]([CH:20]4[CH2:25][CH2:24][NH:23][CH2:22][CH2:21]4)[O:17][C:14]3=[CH:15][N:16]=2)=[CH:7][CH:6]=1)(=[O:4])=[O:3].Cl[C:27]1[N:32]=[CH:31][C:30]([CH2:33][CH3:34])=[CH:29][N:28]=1, predict the reaction product. The product is: [CH2:33]([C:30]1[CH:29]=[N:28][C:27]([N:23]2[CH2:24][CH2:25][CH:20]([CH:18]3[O:17][C:14]4=[CH:15][N:16]=[C:11]([C:8]5[CH:9]=[CH:10][C:5]([S:2]([CH3:1])(=[O:3])=[O:4])=[CH:6][CH:7]=5)[CH:12]=[C:13]4[CH2:19]3)[CH2:21][CH2:22]2)=[N:32][CH:31]=1)[CH3:34].